Dataset: Merck oncology drug combination screen with 23,052 pairs across 39 cell lines. Task: Regression. Given two drug SMILES strings and cell line genomic features, predict the synergy score measuring deviation from expected non-interaction effect. (1) Drug 1: O=P1(N(CCCl)CCCl)NCCCO1. Drug 2: Cn1cc(-c2cnn3c(N)c(Br)c(C4CCCNC4)nc23)cn1. Cell line: EFM192B. Synergy scores: synergy=9.09. (2) Drug 1: CS(=O)(=O)CCNCc1ccc(-c2ccc3ncnc(Nc4ccc(OCc5cccc(F)c5)c(Cl)c4)c3c2)o1. Drug 2: Cn1cc(-c2cnn3c(N)c(Br)c(C4CCCNC4)nc23)cn1. Cell line: A2780. Synergy scores: synergy=12.3. (3) Drug 1: COc1cc(C2c3cc4c(cc3C(OC3OC5COC(C)OC5C(O)C3O)C3COC(=O)C23)OCO4)cc(OC)c1O. Drug 2: O=C(NOCC(O)CO)c1ccc(F)c(F)c1Nc1ccc(I)cc1F. Cell line: NCIH1650. Synergy scores: synergy=25.5. (4) Drug 1: CN(C)C(=N)N=C(N)N. Drug 2: CC(C)CC(NC(=O)C(Cc1ccccc1)NC(=O)c1cnccn1)B(O)O. Cell line: RPMI7951. Synergy scores: synergy=-6.23. (5) Drug 1: COc1cc(C2c3cc4c(cc3C(OC3OC5COC(C)OC5C(O)C3O)C3COC(=O)C23)OCO4)cc(OC)c1O. Drug 2: CC(C)CC(NC(=O)C(Cc1ccccc1)NC(=O)c1cnccn1)B(O)O. Cell line: DLD1. Synergy scores: synergy=5.88. (6) Drug 1: Nc1ccn(C2OC(CO)C(O)C2(F)F)c(=O)n1. Drug 2: COC1CC2CCC(C)C(O)(O2)C(=O)C(=O)N2CCCCC2C(=O)OC(C(C)CC2CCC(OP(C)(C)=O)C(OC)C2)CC(=O)C(C)C=C(C)C(O)C(OC)C(=O)C(C)CC(C)C=CC=CC=C1C. Cell line: A427. Synergy scores: synergy=8.36.